From a dataset of Catalyst prediction with 721,799 reactions and 888 catalyst types from USPTO. Predict which catalyst facilitates the given reaction. (1) Reactant: [CH3:1][O:2][C:3]1[C:8]2[O:9][C:10]3[CH:15]=[CH:14][CH:13]=[CH:12][C:11]=3[C:7]=2[C:6]([C:16]2([C:28]#[N:29])[CH2:25][CH2:24][C:23]3[N:22]=[C:21]([CH3:26])[NH:20][C:19](=[O:27])[C:18]=3[CH2:17]2)=[CH:5][CH:4]=1.[CH2:30]([O:32][C:33](=[O:36])[CH2:34]Br)[CH3:31].C(=O)([O-])[O-].[Cs+].[Cs+]. Product: [C:28]([C:16]1([C:6]2[C:7]3[C:11]4[CH:12]=[CH:13][CH:14]=[CH:15][C:10]=4[O:9][C:8]=3[C:3]([O:2][CH3:1])=[CH:4][CH:5]=2)[CH2:25][CH2:24][C:23]2[N:22]=[C:21]([CH3:26])[N:20]=[C:19]([O:27][CH2:34][C:33]([O:32][CH2:30][CH3:31])=[O:36])[C:18]=2[CH2:17]1)#[N:29]. The catalyst class is: 18. (2) Reactant: [Br:1][C:2]1[C:3]([Cl:10])=[N:4][C:5]([NH2:9])=[N:6][C:7]=1Cl.C(N(CC)CC)C.[NH2:18][CH2:19][CH2:20][NH:21][C:22](=[O:28])[O:23][C:24]([CH3:27])([CH3:26])[CH3:25]. Product: [NH2:9][C:5]1[N:6]=[C:7]([NH:18][CH2:19][CH2:20][NH:21][C:22](=[O:28])[O:23][C:24]([CH3:26])([CH3:25])[CH3:27])[C:2]([Br:1])=[C:3]([Cl:10])[N:4]=1. The catalyst class is: 3. (3) Reactant: [C:1]([C:4]1[CH:9]=[CH:8][C:7]([C:10]2[CH:15]=[CH:14][C:13]([O:16][CH2:17][CH:18]3[CH2:23][CH2:22][N:21](C(OC(C)(C)C)=O)[CH2:20][CH2:19]3)=[CH:12][CH:11]=2)=[CH:6][CH:5]=1)(=[O:3])[CH3:2].[ClH:31]. Product: [ClH:31].[NH:21]1[CH2:22][CH2:23][CH:18]([CH2:17][O:16][C:13]2[CH:14]=[CH:15][C:10]([C:7]3[CH:6]=[CH:5][C:4]([C:1](=[O:3])[CH3:2])=[CH:9][CH:8]=3)=[CH:11][CH:12]=2)[CH2:19][CH2:20]1. The catalyst class is: 2. (4) Reactant: [F:1][C:2]1[CH:3]=[N:4][C:5]([O:17][C:18]2[CH:23]=[CH:22][CH:21]=[C:20]([S:24][CH3:25])[CH:19]=2)=[C:6]([CH:16]=1)[C:7]([NH:9][CH:10]1[CH2:15][CH2:14][NH:13][CH2:12][CH2:11]1)=[O:8].ON1C2C=CC=CC=2N=N1.CN1CCOCC1.[N:43]1[CH:48]=[CH:47][CH:46]=[C:45]([C:49](O)=[O:50])[CH:44]=1.Cl.CN(C)CCCN=C=NCC. Product: [NH3:4].[F:1][C:2]1[CH:3]=[N:4][C:5]([O:17][C:18]2[CH:23]=[CH:22][CH:21]=[C:20]([S:24][CH3:25])[CH:19]=2)=[C:6]([CH:16]=1)[C:7]([NH:9][CH:10]1[CH2:11][CH2:12][N:13]([C:49]([C:45]2[CH:44]=[N:43][CH:48]=[CH:47][CH:46]=2)=[O:50])[CH2:14][CH2:15]1)=[O:8]. The catalyst class is: 4. (5) Reactant: [N:1]1([C:7]([O:9][CH2:10][CH3:11])=[O:8])[CH2:6][CH2:5][NH:4][CH2:3][CH2:2]1.Cl[CH2:13][C:14]#[N:15].C([O-])([O-])=O.[K+].[K+]. The catalyst class is: 23. Product: [CH2:10]([O:9][C:7]([N:1]1[CH2:6][CH2:5][N:4]([CH2:13][C:14]#[N:15])[CH2:3][CH2:2]1)=[O:8])[CH3:11]. (6) Reactant: [CH:1]1([CH:4]([C:11]2[CH:16]=[CH:15][CH:14]=[C:13]([CH2:17][NH:18][C:19]3[CH:24]=[CH:23][C:22]([C:25]4[CH:30]=[C:29]([O:31][CH3:32])[CH:28]=[CH:27][C:26]=4[F:33])=[C:21]([CH2:34][C:35]([CH3:38])([CH3:37])[CH3:36])[CH:20]=3)[CH:12]=2)[CH2:5][C:6]([O:8][CH2:9][CH3:10])=[O:7])[CH2:3][CH2:2]1.C(N(C(C)C)C(C)C)C.[C:48](Cl)(=[O:50])[CH3:49]. Product: [CH:1]1([CH:4]([C:11]2[CH:16]=[CH:15][CH:14]=[C:13]([CH2:17][N:18]([C:19]3[CH:24]=[CH:23][C:22]([C:25]4[CH:30]=[C:29]([O:31][CH3:32])[CH:28]=[CH:27][C:26]=4[F:33])=[C:21]([CH2:34][C:35]([CH3:37])([CH3:36])[CH3:38])[CH:20]=3)[C:48](=[O:50])[CH3:49])[CH:12]=2)[CH2:5][C:6]([O:8][CH2:9][CH3:10])=[O:7])[CH2:3][CH2:2]1. The catalyst class is: 1. (7) Reactant: [C:1]([C:3]1[CH:4]=[N:5][N:6]2[C:11]([C:12]([F:15])([F:14])[F:13])=[CH:10][C:9]([C:16]3[CH:21]=[CH:20][C:19]([C:22]([F:25])([F:24])[F:23])=[CH:18][CH:17]=3)=[N:8][C:7]=12)#[CH:2].C(OC(=O)[NH:32][CH2:33][CH2:34][NH:35][S:36]([C:39]1[S:40][C:41](Br)=[CH:42][CH:43]=1)(=[O:38])=[O:37])(C)(C)C.C(O)(C(F)(F)F)=O. Product: [NH2:32][CH2:33][CH2:34][NH:35][S:36]([C:39]1[S:40][C:41]([C:2]#[C:1][C:3]2[CH:4]=[N:5][N:6]3[C:11]([C:12]([F:14])([F:13])[F:15])=[CH:10][C:9]([C:16]4[CH:21]=[CH:20][C:19]([C:22]([F:25])([F:24])[F:23])=[CH:18][CH:17]=4)=[N:8][C:7]=23)=[CH:42][CH:43]=1)(=[O:38])=[O:37]. The catalyst class is: 4. (8) Reactant: C[Al](C)C.[CH:5]1([NH2:8])[CH2:7][CH2:6]1.C[O:10][C:11](=O)[C:12]1[CH:17]=[CH:16][C:15]([O:18][CH2:19][C:20]2[C:21]([C:27]3[CH:32]=[CH:31][C:30]([F:33])=[C:29]([F:34])[CH:28]=3)=[N:22][O:23][C:24]=2[CH2:25][OH:26])=[N:14][CH:13]=1. Product: [CH:5]1([NH:8][C:11](=[O:10])[C:12]2[CH:17]=[CH:16][C:15]([O:18][CH2:19][C:20]3[C:21]([C:27]4[CH:32]=[CH:31][C:30]([F:33])=[C:29]([F:34])[CH:28]=4)=[N:22][O:23][C:24]=3[CH2:25][OH:26])=[N:14][CH:13]=2)[CH2:7][CH2:6]1. The catalyst class is: 12.